From a dataset of Full USPTO retrosynthesis dataset with 1.9M reactions from patents (1976-2016). Predict the reactants needed to synthesize the given product. (1) Given the product [N+:8]([C:3]1[CH:4]=[CH:5][CH:6]=[CH:7][C:2]=1[C:11]1[CH:16]=[CH:15][CH:14]=[CH:13][CH:12]=1)([O-:10])=[O:9], predict the reactants needed to synthesize it. The reactants are: Cl[C:2]1[CH:7]=[CH:6][CH:5]=[CH:4][C:3]=1[N+:8]([O-:10])=[O:9].[C:11]1(B(O)O)[CH:16]=[CH:15][CH:14]=[CH:13][CH:12]=1.[F-].[Cs+]. (2) Given the product [Br:1][C:2]1[CH:11]=[CH:10][C:9]2[N:8]=[CH:7][C:6]3[NH:12][C:22](=[O:23])[N:13]([C:14]4[C:15]([CH3:20])=[N:16][N:17]([CH3:19])[CH:18]=4)[C:5]=3[C:4]=2[CH:3]=1, predict the reactants needed to synthesize it. The reactants are: [Br:1][C:2]1[CH:3]=[C:4]2[C:9](=[CH:10][CH:11]=1)[N:8]=[CH:7][C:6]([NH2:12])=[C:5]2[NH:13][C:14]1[C:15]([CH3:20])=[N:16][N:17]([CH3:19])[CH:18]=1.Cl[C:22](OC(Cl)(Cl)Cl)=[O:23]. (3) Given the product [CH:17]1([CH2:16][N:7]2[C:6]3[CH:20]=[C:2]([O:41][CH2:40][C@@H:35]([NH:34][C:27](=[O:28])[O:29][C:30]([CH3:31])([CH3:33])[CH3:32])[CH2:36][CH:37]([CH3:39])[CH3:38])[CH:3]=[CH:4][C:5]=3[C:14]3[C:9](=[CH:10][N:11]=[CH:12][CH:13]=3)[C:8]2=[O:15])[CH2:19][CH2:18]1, predict the reactants needed to synthesize it. The reactants are: Cl[C:2]1[CH:3]=[CH:4][C:5]2[C:14]3[C:9](=[CH:10][N:11]=[CH:12][CH:13]=3)[C:8](=[O:15])[N:7]([CH2:16][CH:17]3[CH2:19][CH2:18]3)[C:6]=2[CH:20]=1.C(=O)([O-])[O-].[Cs+].[Cs+].[C:27]([NH:34][C@H:35]([CH2:40][OH:41])[CH2:36][CH:37]([CH3:39])[CH3:38])([O:29][C:30]([CH3:33])([CH3:32])[CH3:31])=[O:28].C(P(C(C)(C)C)C1C=CC=CC=1C1C(C(C)C)=CC(C(C)C)=CC=1C(C)C)(C)(C)C. (4) Given the product [Cl:1][C:2]1[N:10]([CH2:11][CH:12]=[CH2:13])[C:9]2[C:8](=[O:14])[NH:7][C:6](=[O:15])[N:5]([CH2:24][C:23]([F:27])([F:26])[F:22])[C:4]=2[N:3]=1, predict the reactants needed to synthesize it. The reactants are: [Cl:1][C:2]1[N:10]([CH2:11][CH:12]=[CH2:13])[C:9]2[C:8](=[O:14])[NH:7][C:6](=[O:15])[NH:5][C:4]=2[N:3]=1.C(=O)([O-])[O-].[Na+].[Na+].[F:22][C:23]([F:27])([F:26])[CH2:24]I. (5) Given the product [CH3:34][C:32]1[NH:31][C:30]2[CH:35]=[C:26]([O:25][C:21]3[N:22]=[CH:23][N:24]=[C:19]([N:14]4[CH2:13][CH2:12][C:5]5([O:4][C:3](=[O:17])[NH:2][C:7]6[N:8]=[CH:9][CH:10]=[CH:11][C:6]5=6)[CH2:16][CH2:15]4)[CH:20]=3)[CH:27]=[C:28]([CH3:36])[C:29]=2[N:33]=1, predict the reactants needed to synthesize it. The reactants are: Cl.[NH:2]1[C:7]2[N:8]=[CH:9][CH:10]=[CH:11][C:6]=2[C:5]2([CH2:16][CH2:15][NH:14][CH2:13][CH2:12]2)[O:4][C:3]1=[O:17].Cl[C:19]1[N:24]=[CH:23][N:22]=[C:21]([O:25][C:26]2[CH:27]=[C:28]([C:36](F)(F)F)[C:29]3[N:33]=[C:32]([CH3:34])[NH:31][C:30]=3[CH:35]=2)[CH:20]=1.CCN(C(C)C)C(C)C. (6) Given the product [Cl:1][C:2]1[C:3]2[C@H:4]3[CH2:15][NH:14][CH2:13][CH2:12][C@H:5]3[NH:6][C:7]=2[C:8]([CH3:11])=[CH:9][CH:10]=1, predict the reactants needed to synthesize it. The reactants are: [Cl:1][C:2]1[C:3]2[C:4]3[CH2:15][NH:14][CH2:13][CH2:12][C:5]=3[NH:6][C:7]=2[C:8]([CH3:11])=[CH:9][CH:10]=1.[SiH](CC)(CC)CC. (7) Given the product [Br:3][C:4]1[CH:5]=[C:6]([O:11][CH2:13][CH2:14][CH2:15][O:16][CH3:17])[C:7](=[O:10])[NH:8][CH:9]=1, predict the reactants needed to synthesize it. The reactants are: [OH-].[Na+].[Br:3][C:4]1[CH:5]=[C:6]([OH:11])[C:7](=[O:10])[NH:8][CH:9]=1.I[CH2:13][CH2:14][CH2:15][O:16][CH3:17]. (8) Given the product [OH:21][CH2:2][C:3]1[CH:19]=[CH:18][C:6]([C:7]([C:9]2[CH:14]=[CH:13][C:12]([N+:15]([O-:17])=[O:16])=[CH:11][CH:10]=2)=[O:8])=[CH:5][CH:4]=1, predict the reactants needed to synthesize it. The reactants are: Br[CH2:2][C:3]1[CH:19]=[CH:18][C:6]([C:7]([C:9]2[CH:14]=[CH:13][C:12]([N+:15]([O-:17])=[O:16])=[CH:11][CH:10]=2)=[O:8])=[CH:5][CH:4]=1.C(=O)([O-])[O-:21].[Ca+2]. (9) Given the product [NH2:1][C:2]1[N:3]=[C:4]([O:10][C:11]2[CH:12]=[C:13]3[C:17](=[CH:18][CH:19]=2)[NH:16][CH:15]=[CH:14]3)[CH:5]=[C:6]([Cl:8])[N:7]=1, predict the reactants needed to synthesize it. The reactants are: [NH2:1][C:2]1[N:7]=[C:6]([Cl:8])[CH:5]=[C:4](Cl)[N:3]=1.[OH:10][C:11]1[CH:12]=[C:13]2[C:17](=[CH:18][CH:19]=1)[NH:16][CH:15]=[CH:14]2.[OH-].[Na+].CCOC(C)=O.CCCCCC.